Dataset: Full USPTO retrosynthesis dataset with 1.9M reactions from patents (1976-2016). Task: Predict the reactants needed to synthesize the given product. (1) Given the product [N:1]1([C:10]2[C:11]([C:24]3[CH:25]=[CH:26][CH:27]=[CH:28][CH:29]=3)=[N:12][C:13]3[C:18]([N:19]=2)=[CH:17][C:16]([C:20]([O:22][CH3:23])=[O:21])=[CH:15][CH:14]=3)[C:9]2[C:4](=[CH:5][CH:6]=[CH:7][CH:8]=2)[CH:3]=[CH:2]1, predict the reactants needed to synthesize it. The reactants are: [N:1]1([C:10]2[C:11]([C:24]3[CH:29]=[CH:28][CH:27]=[CH:26][CH:25]=3)=[N:12][C:13]3[C:18]([N:19]=2)=[CH:17][C:16]([C:20]([O:22][CH3:23])=[O:21])=[CH:15][CH:14]=3)[C:9]2[C:4](=[CH:5][CH:6]=[CH:7][CH:8]=2)[CH2:3][CH2:2]1.C(C1C(=O)C(Cl)=C(Cl)C(=O)C=1C#N)#N.CS(C)=O. (2) Given the product [Cl:1][C:2]1[CH:8]=[CH:7][C:5]([NH:6][CH:10]2[CH2:15][CH2:14][N:13]([C@H:16]([CH3:20])[CH2:17][CH2:18][NH:19][C:28]([C:27]3[C:22]([CH3:21])=[N:23][CH:24]=[N:25][C:26]=3[CH3:31])=[O:29])[CH2:12][CH2:11]2)=[CH:4][CH:3]=1, predict the reactants needed to synthesize it. The reactants are: [Cl:1][C:2]1[CH:8]=[CH:7][C:5]([NH2:6])=[CH:4][CH:3]=1.O=[C:10]1[CH2:15][CH2:14][N:13]([C@H:16]([CH3:20])[CH2:17][C:18]#[N:19])[CH2:12][CH2:11]1.[CH3:21][C:22]1[C:27]([C:28](O)=[O:29])=[C:26]([CH3:31])[N:25]=[CH:24][N:23]=1.